Task: Predict the reaction yield, written as a fraction of the theoretical maximum amount of product (1.0 means a 100% yield; for example, 0.34 means a 34% yield).. Dataset: Reaction yield outcomes from USPTO patents with 853,638 reactions (1) The reactants are [O:1]1[CH2:5][CH2:4][O:3][CH:2]1[C:6]1[C:11]([CH3:12])=[CH:10][C:9]([NH2:13])=[C:8]([CH3:14])[CH:7]=1.ClCCl.C(N(C(C)C)CC)(C)C.[C:27](Cl)(=[O:30])[CH:28]=[CH2:29]. The catalyst is O. The product is [O:1]1[CH2:5][CH2:4][O:3][CH:2]1[C:6]1[C:11]([CH3:12])=[CH:10][C:9]([NH:13][C:27](=[O:30])[CH:28]=[CH2:29])=[C:8]([CH3:14])[CH:7]=1. The yield is 0.970. (2) The reactants are [Br:1][C:2]1[CH:7]=[CH:6][C:5]([CH:8]([OH:10])[CH3:9])=[CH:4][CH:3]=1.Cl[C:12]1[CH:17]=[CH:16][CH:15]=[CH:14][N:13]=1.[OH-].[K+]. The catalyst is C1(C)C=CC=CC=1.C1OCCOCCOCCOCCOCCOC1. The product is [Br:1][C:2]1[CH:7]=[CH:6][C:5]([CH:8]([O:10][C:12]2[CH:17]=[CH:16][CH:15]=[CH:14][N:13]=2)[CH3:9])=[CH:4][CH:3]=1. The yield is 0.940. (3) The reactants are [NH2:1][C:2]1[CH:10]=[CH:9][C:5]([C:6]([NH2:8])=[O:7])=[CH:4][CH:3]=1.[C:11]1([C:17]2[O:21][N:20]=[CH:19][C:18]=2[CH2:22][CH2:23][C:24](O)=[O:25])[CH:16]=[CH:15][CH:14]=[CH:13][CH:12]=1.O.ON1C2C=CC=CC=2N=N1.Cl.C(N=C=NCCCN(C)C)C. The catalyst is O.CN(C)C=O. The product is [C:6]([C:5]1[CH:9]=[CH:10][C:2]([NH:1][C:24](=[O:25])[CH2:23][CH2:22][C:18]2[CH:19]=[N:20][O:21][C:17]=2[C:11]2[CH:12]=[CH:13][CH:14]=[CH:15][CH:16]=2)=[CH:3][CH:4]=1)(=[O:7])[NH2:8]. The yield is 0.710. (4) The reactants are [Cl-].O[NH3+:3].[C:4](=[O:7])([O-])[OH:5].[Na+].CS(C)=O.[CH3:13][C:14]1[N:15]([CH2:39][C:40]2[S:41][CH:42]=[CH:43][CH:44]=2)[C:16](=[O:38])[C:17]([CH2:23][C:24]2[CH:29]=[CH:28][C:27]([C:30]3[C:31]([C:36]#[N:37])=[CH:32][CH:33]=[CH:34][CH:35]=3)=[CH:26][CH:25]=2)=[C:18]([CH2:20][CH2:21][CH3:22])[N:19]=1. The catalyst is C(OCC)(=O)C. The product is [CH3:13][C:14]1[N:15]([CH2:39][C:40]2[S:41][CH:42]=[CH:43][CH:44]=2)[C:16](=[O:38])[C:17]([CH2:23][C:24]2[CH:25]=[CH:26][C:27]([C:30]3[CH:35]=[CH:34][CH:33]=[CH:32][C:31]=3[C:36]3[NH:3][C:4](=[O:7])[O:5][N:37]=3)=[CH:28][CH:29]=2)=[C:18]([CH2:20][CH2:21][CH3:22])[N:19]=1. The yield is 0.460. (5) The reactants are [CH3:1][NH2:2].CO.[I:5][C:6]1[CH:11]=[CH:10][C:9]([C:12]([NH:14][CH:15]([C:21]([O:23]CC)=O)[C:16]([O:18][CH2:19]C)=[O:17])=[O:13])=[CH:8][CH:7]=1. The catalyst is CO. The product is [I:5][C:6]1[CH:11]=[CH:10][C:9]([C:12](=[O:13])[NH:14][CH:15]([C:21]([NH:2][CH3:1])=[O:23])[C:16]([O:18][CH3:19])=[O:17])=[CH:8][CH:7]=1. The yield is 0.390. (6) The reactants are [Br:1][C:2]1[N:7]2[CH:8]=[CH:9][N:10]=[C:6]2[C:5](Br)=[N:4][CH:3]=1.[CH:12]([N:15]1[CH2:20][CH2:19][N:18]([C:21]2[CH:26]=[CH:25][C:24]([NH2:27])=[CH:23][CH:22]=2)[CH2:17][CH2:16]1)([CH3:14])[CH3:13].C(N(C(C)C)CC)(C)C. No catalyst specified. The product is [Br:1][C:2]1[N:7]2[CH:8]=[CH:9][N:10]=[C:6]2[C:5]([NH:27][C:24]2[CH:23]=[CH:22][C:21]([N:18]3[CH2:17][CH2:16][N:15]([CH:12]([CH3:14])[CH3:13])[CH2:20][CH2:19]3)=[CH:26][CH:25]=2)=[N:4][CH:3]=1. The yield is 0.430.